Dataset: Full USPTO retrosynthesis dataset with 1.9M reactions from patents (1976-2016). Task: Predict the reactants needed to synthesize the given product. (1) Given the product [CH2:17]([N:8]1[C:5]2=[N:6][CH:7]=[C:2]([Br:1])[CH:3]=[C:4]2[CH:10]=[CH:9]1)[C:18]1[CH:23]=[CH:22][CH:21]=[CH:20][CH:19]=1, predict the reactants needed to synthesize it. The reactants are: [Br:1][C:2]1[CH:3]=[C:4]2[CH:10]=[CH:9][NH:8][C:5]2=[N:6][CH:7]=1.CC(C)([O-])C.[K+].[CH2:17](Br)[C:18]1[CH:23]=[CH:22][CH:21]=[CH:20][CH:19]=1.Cl. (2) Given the product [CH3:24][N:23]([CH3:25])[CH2:22][CH2:21][N:18]1[C:6]2=[CH:7][CH:8]=[C:9]3[C:4]([N:3]=[C:2]([C:32]4[CH:33]=[C:28]([CH2:27][OH:26])[CH:29]=[CH:30][CH:31]=4)[N:11]=[C:10]3[N:12]3[CH2:17][CH2:16][O:15][CH2:14][CH2:13]3)=[C:5]2[CH:20]=[CH:19]1, predict the reactants needed to synthesize it. The reactants are: Cl[C:2]1[N:11]=[C:10]([N:12]2[CH2:17][CH2:16][O:15][CH2:14][CH2:13]2)[C:9]2[C:4](=[C:5]3[CH:20]=[CH:19][N:18]([CH2:21][CH2:22][N:23]([CH3:25])[CH3:24])[C:6]3=[CH:7][CH:8]=2)[N:3]=1.[OH:26][CH2:27][C:28]1[CH:29]=[C:30](B(O)O)[CH:31]=[CH:32][CH:33]=1.C([O-])([O-])=O.[Na+].[Na+].